Dataset: Peptide-MHC class II binding affinity with 134,281 pairs from IEDB. Task: Regression. Given a peptide amino acid sequence and an MHC pseudo amino acid sequence, predict their binding affinity value. This is MHC class II binding data. (1) The peptide sequence is LAECARRRLRTLVLA. The MHC is DRB5_0101 with pseudo-sequence DRB5_0101. The binding affinity (normalized) is 0. (2) The binding affinity (normalized) is 0.784. The peptide sequence is LKPIFKLPLGINITN. The MHC is DRB1_0101 with pseudo-sequence DRB1_0101. (3) The peptide sequence is LNKMRAVWVDGKART. The MHC is DRB1_1001 with pseudo-sequence DRB1_1001. The binding affinity (normalized) is 0.624. (4) The peptide sequence is PICPGYRWMCLRRFIIFL. The MHC is HLA-DPA10103-DPB10401 with pseudo-sequence HLA-DPA10103-DPB10401. The binding affinity (normalized) is 0.420.